Task: Predict which catalyst facilitates the given reaction.. Dataset: Catalyst prediction with 721,799 reactions and 888 catalyst types from USPTO (1) Reactant: [NH2:1][C:2]1[S:3][CH2:4][C@@H:5]2[CH2:10][N:9]([C:11]3[N:16]=[C:15]([C:17]([OH:20])([CH3:19])[CH3:18])[C:14]([F:21])=[CH:13][N:12]=3)[CH2:8][C@:6]2([C:22]2[CH:27]=[N:26][CH:25]=[CH:24][N:23]=2)[N:7]=1.[ClH:28]. Product: [ClH:28].[NH2:1][C:2]1[S:3][CH2:4][C@@H:5]2[CH2:10][N:9]([C:11]3[N:16]=[C:15]([C:17]([OH:20])([CH3:18])[CH3:19])[C:14]([F:21])=[CH:13][N:12]=3)[CH2:8][C@:6]2([C:22]2[CH:27]=[N:26][CH:25]=[CH:24][N:23]=2)[N:7]=1. The catalyst class is: 10. (2) Reactant: [CH3:1][O:2][C:3]([CH:5]1[CH2:13][C:12]2[C:7](=[CH:8][CH:9]=[CH:10][CH:11]=2)[NH:6]1)=[O:4].N1C=CC=CC=1.[Cl:20][C:21]1[CH:22]=[C:23]([S:28](Cl)(=[O:30])=[O:29])[CH:24]=[CH:25][C:26]=1[Cl:27]. Product: [Cl:20][C:21]1[CH:22]=[C:23]([S:28]([N:6]2[C:7]3[C:12](=[CH:11][CH:10]=[CH:9][CH:8]=3)[CH2:13][CH:5]2[C:3]([O:2][CH3:1])=[O:4])(=[O:29])=[O:30])[CH:24]=[CH:25][C:26]=1[Cl:27]. The catalyst class is: 2. (3) Reactant: [CH3:1][C:2]1[C:3]([C:8]([C@@H:10]2[CH2:14][CH2:13][C:12](=[O:15])[N:11]2[CH2:16][CH2:17][NH:18][C:19](=[O:25])[O:20][C:21]([CH3:24])([CH3:23])[CH3:22])=[O:9])=[N:4][CH:5]=[CH:6][CH:7]=1. Product: [C:21]([O:20][C:19](=[O:25])[NH:18][CH2:17][CH2:16][N:11]1[C:12](=[O:15])[CH2:13][CH2:14][CH:10]1[C@H:8]([OH:9])[C:3]1[C:2]([CH3:1])=[CH:7][CH:6]=[CH:5][N:4]=1)([CH3:24])([CH3:22])[CH3:23]. The catalyst class is: 1. (4) Reactant: [F:1][C:2]1[C:3]([O:19]C)=[CH:4][CH:5]=[C:6]2[C:11]=1[O:10][CH2:9][C:8]1[C:12]([F:18])=[C:13]([O:16]C)[CH:14]=[CH:15][C:7]2=1.B(Br)(Br)Br. Product: [F:1][C:2]1[C:3]([OH:19])=[CH:4][CH:5]=[C:6]2[C:11]=1[O:10][CH2:9][C:8]1[C:12]([F:18])=[C:13]([OH:16])[CH:14]=[CH:15][C:7]2=1. The catalyst class is: 4. (5) Reactant: Br[C:2]1[CH:3]=[C:4]2[C:9](=[CH:10][CH:11]=1)[O:8][CH:7]=[C:6]([CH:12]=[O:13])[C:5]2=[O:14].BrN1[C:20](=[O:21])[CH2:19][CH2:18]C1=O.[Cl:23][C:24]1[CH:31]=[CH:30][C:27]([CH2:28][NH2:29])=[CH:26][CH:25]=1. Product: [Cl:23][C:24]1[CH:31]=[CH:30][C:27]([CH2:28][NH:29][C:12]([C:6]2[C:5](=[O:14])[C:4]3[C:9](=[CH:10][CH:11]=[C:2]([C:18]#[C:19][CH2:20][OH:21])[CH:3]=3)[O:8][CH:7]=2)=[O:13])=[CH:26][CH:25]=1. The catalyst class is: 53. (6) Reactant: C(N1C=CN=C1)(N1C=CN=C1)=O.[NH:13]([C:25]([O:27][C:28]([CH3:31])([CH3:30])[CH3:29])=[O:26])[C@@H:14]([C:22]([OH:24])=O)[CH2:15][C:16]1[CH:21]=[CH:20][CH:19]=[CH:18][CH:17]=1.[O:32]1[CH2:37][CH2:36][CH:35]([CH2:38][N:39]2[CH2:44][CH2:43][CH:42]([CH2:45][NH2:46])[CH2:41][CH2:40]2)[CH2:34][CH2:33]1.[OH-].[Na+]. The catalyst class is: 4. Product: [C:28]([O:27][C:25](=[O:26])[NH:13][C@@H:14]([C:22](=[O:24])[NH:46][CH2:45][CH:42]1[CH2:41][CH2:40][N:39]([CH2:38][CH:35]2[CH2:34][CH2:33][O:32][CH2:37][CH2:36]2)[CH2:44][CH2:43]1)[CH2:15][C:16]1[CH:17]=[CH:18][CH:19]=[CH:20][CH:21]=1)([CH3:31])([CH3:30])[CH3:29]. (7) Reactant: [S:1]1[CH:5]=[CH:4][N:3]=[C:2]1[C:6](=[O:8])[CH3:7].[H-].[Na+].[N:11]([C:14]1[CH:15]=[CH:16][C:17]([CH3:33])=[C:18]([C:20]2[C:21](=[O:32])[N:22]([CH3:31])[C:23]3[C:28]([CH:29]=2)=[CH:27][N:26]=[C:25]([CH3:30])[CH:24]=3)[CH:19]=1)=[C:12]=[S:13].[CH3:34]I. Product: [CH3:31][N:22]1[C:23]2[C:28](=[CH:27][N:26]=[C:25]([CH3:30])[CH:24]=2)[CH:29]=[C:20]([C:18]2[CH:19]=[C:14]([NH:11]/[C:12](/[S:13][CH3:34])=[CH:7]/[C:6](=[O:8])[C:2]3[S:1][CH:5]=[CH:4][N:3]=3)[CH:15]=[CH:16][C:17]=2[CH3:33])[C:21]1=[O:32]. The catalyst class is: 3. (8) Reactant: [N+:1]([C:4]1[CH:5]=[C:6]([C:13]([N:15]2[CH2:20][CH2:19][N:18]([CH2:21][CH3:22])[CH2:17][CH2:16]2)=O)[CH:7]=[CH:8][C:9]=1[N+:10]([O-:12])=[O:11])([O-:3])=[O:2].[BH4-].[Na+].B(F)(F)F.CCOCC. Product: [N+:1]([C:4]1[CH:5]=[C:6]([CH:7]=[CH:8][C:9]=1[N+:10]([O-:12])=[O:11])[CH2:13][N:15]1[CH2:20][CH2:19][N:18]([CH2:21][CH3:22])[CH2:17][CH2:16]1)([O-:3])=[O:2]. The catalyst class is: 1. (9) Reactant: [F:1][C:2]([F:12])([F:11])[C:3]1[CH:8]=[CH:7][CH:6]=[CH:5][C:4]=1[NH:9][NH2:10].C(O[CH:16]=[C:17]([C:20]#[N:21])[C:18]#[N:19])C. Product: [NH2:21][C:20]1[N:9]([C:4]2[CH:5]=[CH:6][CH:7]=[CH:8][C:3]=2[C:2]([F:11])([F:12])[F:1])[N:10]=[CH:16][C:17]=1[C:18]#[N:19]. The catalyst class is: 5. (10) Reactant: [I:1][C:2]1[CH:3]=[C:4]([NH2:28])[C:5]([NH:8][CH2:9][C:10]2[CH:15]=[CH:14][C:13]([O:16][CH2:17][C:18]3[CH:23]=[CH:22][C:21]([O:24][CH3:25])=[CH:20][CH:19]=3)=[C:12]([O:26][CH3:27])[CH:11]=2)=[CH:6][CH:7]=1.[N:29]#[C:30]Br.[OH-].[Na+]. Product: [I:1][C:2]1[CH:7]=[CH:6][C:5]2[N:8]([CH2:9][C:10]3[CH:15]=[CH:14][C:13]([O:16][CH2:17][C:18]4[CH:23]=[CH:22][C:21]([O:24][CH3:25])=[CH:20][CH:19]=4)=[C:12]([O:26][CH3:27])[CH:11]=3)[C:30]([NH2:29])=[N:28][C:4]=2[CH:3]=1. The catalyst class is: 98.